Dataset: Full USPTO retrosynthesis dataset with 1.9M reactions from patents (1976-2016). Task: Predict the reactants needed to synthesize the given product. (1) Given the product [C:1]1([C:7](=[N:8][CH:9]([CH2:25][CH:26]=[C:27]2[CH2:32][CH2:31][O:30][CH2:29][CH2:28]2)[C:10]([O:12][CH2:13][CH3:14])=[O:11])[C:15]2[CH:20]=[CH:19][CH:18]=[CH:17][CH:16]=2)[CH:2]=[CH:3][CH:4]=[CH:5][CH:6]=1, predict the reactants needed to synthesize it. The reactants are: [C:1]1([C:7]([C:15]2[CH:20]=[CH:19][CH:18]=[CH:17][CH:16]=2)=[N:8][CH2:9][C:10]([O:12][CH2:13][CH3:14])=[O:11])[CH:6]=[CH:5][CH:4]=[CH:3][CH:2]=1.O.[OH-].[Cs+].Br[CH2:25][CH:26]=[C:27]1[CH2:32][CH2:31][O:30][CH2:29][CH2:28]1. (2) Given the product [Br:32][CH2:11][C:2]1[CH2:3][CH2:4][C:5]2([CH2:10][CH2:9][CH2:8][CH2:7][CH2:6]2)[CH:1]=1, predict the reactants needed to synthesize it. The reactants are: [CH:1]1[C:5]2([CH2:10][CH2:9][CH2:8][CH2:7][CH2:6]2)[CH2:4][CH2:3][C:2]=1[CH2:11]O.C1(P(C2C=CC=CC=2)C2C=CC=CC=2)C=CC=CC=1.[Br:32]N1C(=O)CCC1=O. (3) Given the product [Cl:1][C:2]1[CH:3]=[C:4]([NH:23][CH2:24][CH:25]2[CH2:26][CH2:27][N:28]([CH2:31][C:46]3[CH:47]=[N:48][CH:49]=[CH:50][CH:51]=3)[CH2:29][CH2:30]2)[CH:5]=[C:6]2[C:11]=1[N:10]=[CH:9][C:8]([C:12]#[N:13])=[C:7]2[NH:14][C:15]1[CH:20]=[CH:38][C:40]([F:43])=[C:54]([Cl:56])[CH:16]=1, predict the reactants needed to synthesize it. The reactants are: [Cl:1][C:2]1[CH:3]=[C:4]([NH:23][CH2:24][CH:25]2[CH2:30][CH2:29][N:28]([C:31](OC(C)(C)C)=O)[CH2:27][CH2:26]2)[CH:5]=[C:6]2[C:11]=1[N:10]=[CH:9][C:8]([C:12]#[N:13])=[C:7]2[NH:14][C:15]1[CH:20]=CC(F)=C(Cl)[CH:16]=1.[C:38](O)([C:40]([F:43])(F)F)=O.C(=O)[C:46]1[CH:51]=[CH:50][CH:49]=[N:48][CH:47]=1.[Na].[CH2:54]([Cl:56])Cl. (4) Given the product [CH:10]([O:9][C:7]1[C:6]([O:13][CH3:14])=[CH:5][N:4]=[C:3]([C:2]([OH:16])=[O:1])[CH:8]=1)([CH3:11])[CH3:12], predict the reactants needed to synthesize it. The reactants are: [OH:1][CH2:2][C:3]1[CH:8]=[C:7]([O:9][CH:10]([CH3:12])[CH3:11])[C:6]([O:13][CH3:14])=[CH:5][N:4]=1.[Mn]([O-])(=O)(=O)=[O:16].[K+].[OH-].[K+]. (5) Given the product [CH3:1][S:2][C:3]1[N:4]=[CH:5][C:6]2[CH2:12][N:11]([C:14]3[CH:15]=[C:16]([CH:26]=[CH:27][N:28]=3)[C:17]([NH:19][C:20]3[CH:25]=[CH:24][CH:23]=[CH:22][CH:21]=3)=[O:18])[CH2:10][CH2:9][C:7]=2[N:8]=1, predict the reactants needed to synthesize it. The reactants are: [CH3:1][S:2][C:3]1[N:4]=[CH:5][C:6]2[CH2:12][NH:11][CH2:10][CH2:9][C:7]=2[N:8]=1.Br[C:14]1[CH:15]=[C:16]([CH:26]=[CH:27][N:28]=1)[C:17]([NH:19][C:20]1[CH:25]=[CH:24][CH:23]=[CH:22][CH:21]=1)=[O:18]. (6) Given the product [NH2:1][C:2]1[N:3]=[C:4]([S:17][CH2:18][C:19]2[CH:24]=[CH:23][CH:22]=[C:21]([CH3:25])[N:20]=2)[N:5]=[C:6]([C:10]2[CH:11]=[CH:12][C:13]([NH:16][C:33](=[O:36])[CH2:34][CH3:35])=[CH:14][CH:15]=2)[C:7]=1[C:8]#[N:9], predict the reactants needed to synthesize it. The reactants are: [NH2:1][C:2]1[C:7]([C:8]#[N:9])=[C:6]([C:10]2[CH:15]=[CH:14][C:13]([NH2:16])=[CH:12][CH:11]=2)[N:5]=[C:4]([S:17][CH2:18][C:19]2[CH:24]=[CH:23][CH:22]=[C:21]([CH3:25])[N:20]=2)[N:3]=1.C(N(CC)CC)C.[C:33](Cl)(=[O:36])[CH2:34][CH3:35]. (7) Given the product [Cl:1][C:2]1[CH:7]=[C:6]([Cl:8])[N:5]=[C:4]([NH:9][C:10](=[O:12])[CH3:11])[N:3]=1, predict the reactants needed to synthesize it. The reactants are: [Cl:1][C:2]1[CH:7]=[C:6]([Cl:8])[N:5]=[C:4]([NH2:9])[N:3]=1.[C:10](Cl)(=[O:12])[CH3:11].O. (8) Given the product [Br:1][CH2:2][C:3]1[CH:19]=[CH:18][C:6]([CH2:7][C:9]2[CH:14]=[CH:13][C:12]([N+:15]([O-:17])=[O:16])=[CH:11][CH:10]=2)=[CH:5][CH:4]=1, predict the reactants needed to synthesize it. The reactants are: [Br:1][CH2:2][C:3]1[CH:19]=[CH:18][C:6]([C:7]([C:9]2[CH:14]=[CH:13][C:12]([N+:15]([O-:17])=[O:16])=[CH:11][CH:10]=2)=O)=[CH:5][CH:4]=1.FC(F)(F)S(O)(=O)=O.C([SiH](CC)CC)C.C(=O)(O)[O-].[Na+].